Task: Predict the product of the given reaction.. Dataset: Forward reaction prediction with 1.9M reactions from USPTO patents (1976-2016) (1) The product is: [CH3:1][C:2]1[CH:7]=[C:6]([F:8])[CH:5]=[CH:4][C:3]=1[C:13]1[C:14]2[C:23]([C:24]#[N:25])=[CH:22][N:21]([CH2:26][O:27][CH2:28][CH2:29][Si:30]([CH3:31])([CH3:33])[CH3:32])[C:15]=2[N:16]=[C:17]([S:19][CH3:20])[N:18]=1. Given the reactants [CH3:1][C:2]1[CH:7]=[C:6]([F:8])[CH:5]=[CH:4][C:3]=1B(O)O.Cl[C:13]1[C:14]2[C:23]([C:24]#[N:25])=[CH:22][N:21]([CH2:26][O:27][CH2:28][CH2:29][Si:30]([CH3:33])([CH3:32])[CH3:31])[C:15]=2[N:16]=[C:17]([S:19][CH3:20])[N:18]=1, predict the reaction product. (2) Given the reactants [N:1]1([CH:6]2[CH2:15][CH2:14][C:13]3[CH:12]=[C:11]([C:16]4[CH:17]=[C:18]([CH:22]=[CH:23][CH:24]=4)[C:19]([OH:21])=O)[CH:10]=[CH:9][C:8]=3[CH2:7]2)[CH2:5][CH2:4][CH2:3][CH2:2]1.[CH2:25]([NH:27][CH3:28])C.C1C=CC2N(O)N=NC=2C=1.CCN=C=NCCCN(C)C.Cl.C(N(CC)CC)C, predict the reaction product. The product is: [CH3:25][N:27]([CH3:28])[C:19](=[O:21])[C:18]1[CH:22]=[CH:23][CH:24]=[C:16]([C:11]2[CH:10]=[CH:9][C:8]3[CH2:7][CH:6]([N:1]4[CH2:5][CH2:4][CH2:3][CH2:2]4)[CH2:15][CH2:14][C:13]=3[CH:12]=2)[CH:17]=1. (3) Given the reactants II.Br[CH2:4][C:5]([O:7][C:8]([CH3:11])([CH3:10])[CH3:9])=[O:6].Br[C:13]1[N:18]=[CH:17][C:16]([C:19]#[N:20])=[CH:15][CH:14]=1, predict the reaction product. The product is: [CH3:9][C:8]([O:7][C:5](=[O:6])[CH2:4][C:13]1[CH:14]=[CH:15][C:16]([C:19]#[N:20])=[CH:17][N:18]=1)([CH3:11])[CH3:10]. (4) Given the reactants [N:1](/[C:4](=[CH:9]/[C:10]1[CH:15]=[CH:14][CH:13]=[C:12]([Br:16])[C:11]=1[CH3:17])/[C:5]([O:7][CH3:8])=[O:6])=[N+]=[N-], predict the reaction product. The product is: [Br:16][C:12]1[C:11]([CH3:17])=[C:10]2[C:15](=[CH:14][CH:13]=1)[NH:1][C:4]([C:5]([O:7][CH3:8])=[O:6])=[CH:9]2. (5) Given the reactants [CH2:1]([O:3][C:4]1[C:17]2[C:16]3[N:15]=[CH:14][CH:13]=[CH:12][C:11]=3[C:10](=[O:18])[N:9]([CH2:19][O:20][CH3:21])[C:8]=2[CH:7]=[C:6]([C:22]([O:24][CH3:25])=[O:23])[CH:5]=1)[CH3:2].O1CCCC1.O.ClCCl, predict the reaction product. The product is: [CH2:1]([O:3][C:4]1[C:17]2[C:16]3[NH:15][CH2:14][CH2:13][CH2:12][C:11]=3[C:10](=[O:18])[N:9]([CH2:19][O:20][CH3:21])[C:8]=2[CH:7]=[C:6]([C:22]([O:24][CH3:25])=[O:23])[CH:5]=1)[CH3:2]. (6) The product is: [NH2:57][C:34]1([C:32]([OH:33])=[O:31])[CH2:39][CH:38]([NH:40][C:41](=[O:51])[C:42]2[CH:47]=[CH:46][CH:45]=[CH:44][C:43]=2[C:48]([OH:50])=[O:49])[CH:37]2[CH:35]1[CH:36]2[C:52]([OH:54])=[O:53]. Given the reactants C(OC)(=O)C1C(=CC=CC=1)C([O-])=O.C1(N=C=NC2CCCCC2)CCCCC1.C([O:31][C:32]([C:34]1([NH:57]C(OC(C)(C)C)=O)[CH2:39][CH:38]([NH:40][C:41](=[O:51])[C:42]2[CH:47]=[CH:46][CH:45]=[CH:44][C:43]=2[C:48]([OH:50])=[O:49])[CH:37]2[CH:35]1[CH:36]2[C:52]([O:54]CC)=[O:53])=[O:33])C, predict the reaction product. (7) Given the reactants [F:1][C:2]1[CH:7]=[CH:6][C:5]([C:8]2[O:9][C:10]3[CH:20]=[CH:19][C:18]([C:21]4[CH:22]=[C:23]([CH:27]=[CH:28][CH:29]=4)[C:24](O)=[O:25])=[CH:17][C:11]=3[C:12]=2[C:13](=[O:16])[NH:14][CH3:15])=[CH:4][CH:3]=1.CC1C=CC(S(O)(=O)=O)=CC=1.[NH2:41][C@:42]1([C:47]([NH:49][S:50]([CH:53]2[CH2:55][CH2:54]2)(=[O:52])=[O:51])=[O:48])[CH2:44][C@H:43]1[CH:45]=[CH2:46].CN(C(ON1N=NC2C=CC=NC1=2)=[N+](C)C)C.F[P-](F)(F)(F)(F)F.CCN(C(C)C)C(C)C, predict the reaction product. The product is: [CH:53]1([S:50]([NH:49][C:47]([C@@:42]2([NH:41][C:24]([C:23]3[CH:22]=[C:21]([C:18]4[CH:19]=[CH:20][C:10]5[O:9][C:8]([C:5]6[CH:6]=[CH:7][C:2]([F:1])=[CH:3][CH:4]=6)=[C:12]([C:13]([NH:14][CH3:15])=[O:16])[C:11]=5[CH:17]=4)[CH:29]=[CH:28][CH:27]=3)=[O:25])[CH2:44][C@H:43]2[CH:45]=[CH2:46])=[O:48])(=[O:52])=[O:51])[CH2:55][CH2:54]1. (8) The product is: [NH2:7][C:6]1[NH:5][N:4]=[C:3]([C:10]([OH:12])=[O:11])[C:2]=1[Cl:1]. Given the reactants [Cl:1][C:2]1[C:3]([C:10]([OH:12])=[O:11])=[N:4][NH:5][C:6]=1[N+:7]([O-])=O, predict the reaction product. (9) Given the reactants [CH2:1]([O:5][C:6]1[CH:11]=[CH:10][CH:9]=[CH:8][C:7]=1[CH2:12][N:13]1[CH:17]=[CH:16][C:15]([C:18]([O:20]CC)=[O:19])=[N:14]1)[CH2:2][CH2:3][CH3:4].[OH-].[Na+], predict the reaction product. The product is: [CH2:1]([O:5][C:6]1[CH:11]=[CH:10][CH:9]=[CH:8][C:7]=1[CH2:12][N:13]1[CH:17]=[CH:16][C:15]([C:18]([OH:20])=[O:19])=[N:14]1)[CH2:2][CH2:3][CH3:4].